Dataset: Forward reaction prediction with 1.9M reactions from USPTO patents (1976-2016). Task: Predict the product of the given reaction. (1) Given the reactants [NH2:1][CH:2]([CH2:13][O:14][CH:15]([F:17])[F:16])[C:3]([NH:5][CH2:6][C:7]1[CH:12]=[CH:11][CH:10]=[CH:9][CH:8]=1)=[O:4].C(N(CC)CC)C.[CH:25](=[O:27])[CH3:26], predict the reaction product. The product is: [C:25]([NH:1][CH:2]([CH2:13][O:14][CH:15]([F:16])[F:17])[C:3]([NH:5][CH2:6][C:7]1[CH:12]=[CH:11][CH:10]=[CH:9][CH:8]=1)=[O:4])(=[O:27])[CH3:26]. (2) Given the reactants Br[Zn][CH2:3][CH2:4][C:5]1[CH:10]=[CH:9][CH:8]=[CH:7][CH:6]=1.Cl[C:12]1[N:17]=[C:16]([O:18][C:19]2[C:24]([CH3:25])=[CH:23][C:22]([CH3:26])=[CH:21][C:20]=2[CH3:27])[C:15]([C:28]([O:30][CH3:31])=[O:29])=[CH:14][CH:13]=1.[Na+].[Na+].C(N(CC(O)=O)CC(O)=O)CN(CC([O-])=O)CC([O-])=O.[Cl-].[NH4+], predict the reaction product. The product is: [C:5]1([CH2:4][CH2:3][C:12]2[N:17]=[C:16]([O:18][C:19]3[C:24]([CH3:25])=[CH:23][C:22]([CH3:26])=[CH:21][C:20]=3[CH3:27])[C:15]([C:28]([O:30][CH3:31])=[O:29])=[CH:14][CH:13]=2)[CH:10]=[CH:9][CH:8]=[CH:7][CH:6]=1. (3) Given the reactants C(OC([NH:8][C:9]1[CH:14]=[CH:13][C:12]([C:15]2[CH:16]=[C:17]([C:21]([O:23][CH3:24])=[O:22])[N:18]([CH3:20])[CH:19]=2)=[CH:11][CH:10]=1)=O)(C)(C)C, predict the reaction product. The product is: [NH2:8][C:9]1[CH:14]=[CH:13][C:12]([C:15]2[CH:16]=[C:17]([C:21]([O:23][CH3:24])=[O:22])[N:18]([CH3:20])[CH:19]=2)=[CH:11][CH:10]=1. (4) The product is: [CH2:1]([C:3]1[S:4][CH:5]=[C:6](/[CH:8]=[CH:9]/[C:10]2[C:11]([O:21][CH2:22][C:23]3[CH:46]=[CH:45][C:26]([O:27][CH2:28][C:29]4[N:30]=[C:31]([C:35]5[O:39][C:38]([C:40]([OH:42])=[O:41])=[CH:37][CH:36]=5)[O:32][C:33]=4[CH3:34])=[C:25]([O:47][CH3:48])[CH:24]=3)=[N:12][N:13]([C:15]3[CH:20]=[CH:19][CH:18]=[CH:17][CH:16]=3)[CH:14]=2)[N:7]=1)[CH3:2]. Given the reactants [CH2:1]([C:3]1[S:4][CH:5]=[C:6](/[CH:8]=[CH:9]/[C:10]2[C:11]([O:21][CH2:22][C:23]3[CH:46]=[CH:45][C:26]([O:27][CH2:28][C:29]4[N:30]=[C:31]([C:35]5[O:39][C:38]([C:40]([O:42]CC)=[O:41])=[CH:37][CH:36]=5)[O:32][C:33]=4[CH3:34])=[C:25]([O:47][CH3:48])[CH:24]=3)=[N:12][N:13]([C:15]3[CH:20]=[CH:19][CH:18]=[CH:17][CH:16]=3)[CH:14]=2)[N:7]=1)[CH3:2].O1CCCC1.[OH-].[Na+].Cl, predict the reaction product. (5) Given the reactants [SH:1][C:2]1[N:7]=[C:6]([OH:8])[CH:5]=[C:4]([OH:9])[N:3]=1.C([O-])(=O)C.[Na+].[F:15][C:16]1[C:23]([F:24])=[CH:22][CH:21]=[CH:20][C:17]=1[CH2:18]Br, predict the reaction product. The product is: [F:15][C:16]1[C:23]([F:24])=[CH:22][CH:21]=[CH:20][C:17]=1[CH2:18][S:1][C:2]1[N:7]=[C:6]([OH:8])[CH:5]=[C:4]([OH:9])[N:3]=1.